This data is from Catalyst prediction with 721,799 reactions and 888 catalyst types from USPTO. The task is: Predict which catalyst facilitates the given reaction. Reactant: [CH2:1]([O:3][C:4]([C:6]1[S:10][C:9]([C:11]2[CH:16]=[CH:15][C:14]([C:17]([F:20])([F:19])[F:18])=[CH:13][CH:12]=2)=[N:8][C:7]=1[CH3:21])=[O:5])[CH3:2].[Br:22]N1C(=O)CCC1=O.N(C(C)(C)C#N)=NC(C)(C)C#N.O. Product: [CH2:1]([O:3][C:4]([C:6]1[S:10][C:9]([C:11]2[CH:16]=[CH:15][C:14]([C:17]([F:19])([F:20])[F:18])=[CH:13][CH:12]=2)=[N:8][C:7]=1[CH2:21][Br:22])=[O:5])[CH3:2]. The catalyst class is: 22.